Dataset: Full USPTO retrosynthesis dataset with 1.9M reactions from patents (1976-2016). Task: Predict the reactants needed to synthesize the given product. (1) The reactants are: [CH3:1][C:2]1([CH3:33])[O:6][C@H:5]2[C@H:7]([NH:12][C:13]3[N:18]4[N:19]=[C:20]([C:22]5[CH:27]=[CH:26][CH:25]=[C:24]([S:28][C:29]([F:32])([F:31])[F:30])[CH:23]=5)[CH:21]=[C:17]4[N:16]=[CH:15][CH:14]=3)[CH2:8][C@H:9]([CH2:10][OH:11])[C@H:4]2[O:3]1.C1(C)C=CC(S([O-])(=O)=O)=CC=1.[NH+]1C=CC=CC=1.[N+]12([S:59]([N-:62][C:63]([O:65][C:66]([CH3:69])([CH3:68])[CH3:67])=[O:64])(=[O:61])=[O:60])CCN(CC1)CC2.N12CCN(CC1)CC2.Cl. Given the product [C:66]([O:65][C:63](=[O:64])[NH:62][S:59]([O:11][CH2:10][C@@H:9]1[C@@H:4]2[C@@H:5]([O:6][C:2]([CH3:33])([CH3:1])[O:3]2)[CH:7]([NH:12][C:13]2[N:18]3[N:19]=[C:20]([C:22]4[CH:27]=[CH:26][CH:25]=[C:24]([S:28][C:29]([F:32])([F:30])[F:31])[CH:23]=4)[CH:21]=[C:17]3[N:16]=[CH:15][CH:14]=2)[CH2:8]1)(=[O:61])=[O:60])([CH3:69])([CH3:67])[CH3:68], predict the reactants needed to synthesize it. (2) Given the product [CH3:35][S:36]([O:21][C@@H:18]1[CH2:19][CH2:20][N:16]([CH2:15][C@@H:14]([N:12]([CH3:13])[C:10](=[O:11])[CH2:9][C:4]2[CH:5]=[CH:6][C:7]([Cl:8])=[C:2]([Cl:1])[CH:3]=2)[C:22]2[CH:23]=[CH:24][CH:25]=[CH:26][CH:27]=2)[CH2:17]1)(=[O:38])=[O:37], predict the reactants needed to synthesize it. The reactants are: [Cl:1][C:2]1[CH:3]=[C:4]([CH2:9][C:10]([N:12]([C@@H:14]([C:22]2[CH:27]=[CH:26][CH:25]=[CH:24][CH:23]=2)[CH2:15][N:16]2[CH2:20][CH2:19][C@@H:18]([OH:21])[CH2:17]2)[CH3:13])=[O:11])[CH:5]=[CH:6][C:7]=1[Cl:8].C(N(CC)CC)C.[CH3:35][S:36](Cl)(=[O:38])=[O:37]. (3) Given the product [Cl:11][C:9]1[S:10][C:5]2[C:4]([C:12]([C:14]3[S:15][CH:16]=[CH:17][CH:18]=3)=[O:13])=[N:3][C:2]([NH:26][CH2:25][C:21]3[CH:20]=[N:19][CH:24]=[CH:23][CH:22]=3)=[N:7][C:6]=2[CH:8]=1, predict the reactants needed to synthesize it. The reactants are: Cl[C:2]1[N:3]=[C:4]([C:12]([C:14]2[S:15][CH:16]=[CH:17][CH:18]=2)=[O:13])[C:5]2[S:10][C:9]([Cl:11])=[CH:8][C:6]=2[N:7]=1.[N:19]1[CH:24]=[CH:23][CH:22]=[C:21]([CH2:25][NH2:26])[CH:20]=1. (4) Given the product [F:17][C:15]1[CH:16]=[C:11]([CH2:10][C@@H:9]([C:19]2[C:24]([C:25]3[CH:26]=[CH:27][C:28]([F:34])=[C:29]([CH:33]=3)[C:30]([NH2:32])=[O:31])=[CH:23][CH:22]=[CH:21][N:20]=2)[NH:8][C:47](=[O:48])[CH2:46][N:42]2[CH:43]=[CH:44][N:45]=[C:41]2[C:35]2[CH:36]=[CH:37][CH:38]=[CH:39][CH:40]=2)[CH:12]=[C:13]([F:18])[CH:14]=1, predict the reactants needed to synthesize it. The reactants are: FC(F)(F)C(O)=O.[NH2:8][C@H:9]([C:19]1[C:24]([C:25]2[CH:26]=[CH:27][C:28]([F:34])=[C:29]([CH:33]=2)[C:30]([NH2:32])=[O:31])=[CH:23][CH:22]=[CH:21][N:20]=1)[CH2:10][C:11]1[CH:16]=[C:15]([F:17])[CH:14]=[C:13]([F:18])[CH:12]=1.[C:35]1([C:41]2[N:42]([CH2:46][C:47](O)=[O:48])[CH:43]=[CH:44][N:45]=2)[CH:40]=[CH:39][CH:38]=[CH:37][CH:36]=1. (5) Given the product [CH3:1][O:2][C:3]1[CH:11]=[CH:10][C:6]([CH2:7][CH2:8][Br:31])=[CH:5][CH:4]=1, predict the reactants needed to synthesize it. The reactants are: [CH3:1][O:2][C:3]1[CH:11]=[CH:10][C:6]([CH2:7][CH2:8]O)=[CH:5][CH:4]=1.C1(P(C2C=CC=CC=2)C2C=CC=CC=2)C=CC=CC=1.[Br:31]N1C(=O)CCC1=O. (6) Given the product [CH3:11][O:12][C:13]1[CH:14]=[C:15]([CH:18]=[CH:19][C:20]=1[N+:21]([O-:23])=[O:22])[C:16]([NH2:6])=[NH:17], predict the reactants needed to synthesize it. The reactants are: [Li].C[Si]([N-:6][Si](C)(C)C)(C)C.[CH3:11][O:12][C:13]1[CH:14]=[C:15]([CH:18]=[CH:19][C:20]=1[N+:21]([O-:23])=[O:22])[C:16]#[N:17].Cl. (7) Given the product [CH2:5]1[C:6]([C:7]([OH:9])=[O:8])=[CH:2][C:3]2([CH2:17][C:16]3[C:15](=[CH:21][CH:20]=[CH:19][CH:18]=3)[NH:14][CH2:13][CH2:12]2)[CH2:4]1, predict the reactants needed to synthesize it. The reactants are: O[CH:2]1[CH:6]([C:7]([O:9]CC)=[O:8])[CH2:5][CH2:4][C:3]21[CH2:17][C:16]1[CH:18]=[CH:19][CH:20]=[CH:21][C:15]=1[N:14](S(C1C=CC(C)=CC=1)(=O)=O)[CH2:13][CH2:12]2.OS(O)(=O)=O.[OH-].[K+].